Dataset: Ames mutagenicity test results for genotoxicity prediction. Task: Regression/Classification. Given a drug SMILES string, predict its toxicity properties. Task type varies by dataset: regression for continuous values (e.g., LD50, hERG inhibition percentage) or binary classification for toxic/non-toxic outcomes (e.g., AMES mutagenicity, cardiotoxicity, hepatotoxicity). Dataset: ames. (1) The drug is COc1cc2c(c3oc(=O)c4c(c13)C(Cl)C(Cl)C4=O)C1C=COC1O2. The result is 1 (mutagenic). (2) The molecule is O=C1C(Cl)=C(Cl)C(=O)C(Cl)=C1Cl. The result is 1 (mutagenic). (3) The drug is COc1cccc(C(=O)ON(OCc2ccccc2)C(=O)c2ccccc2)c1. The result is 1 (mutagenic). (4) The compound is O=[N+]([O-])c1cc(Cl)c(Cl)cc1Cl. The result is 1 (mutagenic). (5) The molecule is C=C(Br)CBr. The result is 1 (mutagenic). (6) The molecule is COc1ccc2c3c1OC1C(O)C=CC4C(C2)N(C)CCC341. The result is 0 (non-mutagenic).